This data is from Peptide-MHC class I binding affinity with 185,985 pairs from IEDB/IMGT. The task is: Regression. Given a peptide amino acid sequence and an MHC pseudo amino acid sequence, predict their binding affinity value. This is MHC class I binding data. (1) The peptide sequence is NMLREGLSP. The MHC is HLA-B07:02 with pseudo-sequence HLA-B07:02. The binding affinity (normalized) is 0.0248. (2) The binding affinity (normalized) is 0.542. The peptide sequence is KLGALTGTYI. The MHC is HLA-A02:03 with pseudo-sequence HLA-A02:03. (3) The peptide sequence is GYSFSIPGY. The MHC is HLA-A69:01 with pseudo-sequence HLA-A69:01. The binding affinity (normalized) is 0.0847. (4) The peptide sequence is AYDDAEQMY. The MHC is HLA-B46:01 with pseudo-sequence HLA-B46:01. The binding affinity (normalized) is 0.0847. (5) The peptide sequence is FLLQRWGGT. The MHC is HLA-B08:01 with pseudo-sequence HLA-B08:01. The binding affinity (normalized) is 0.191. (6) The peptide sequence is VQLQEYDTY. The MHC is HLA-A26:01 with pseudo-sequence HLA-A26:01. The binding affinity (normalized) is 0.0847. (7) The peptide sequence is FLLRGPFEAS. The MHC is HLA-A02:02 with pseudo-sequence HLA-A02:02. The binding affinity (normalized) is 0.695. (8) The peptide sequence is SLYPPCLFK. The MHC is HLA-B40:01 with pseudo-sequence HLA-B40:01. The binding affinity (normalized) is 0.0847. (9) The peptide sequence is GSVTVSHPNI. The MHC is Patr-B0101 with pseudo-sequence Patr-B0101. The binding affinity (normalized) is 0.516.